Dataset: Forward reaction prediction with 1.9M reactions from USPTO patents (1976-2016). Task: Predict the product of the given reaction. (1) Given the reactants Cl.[NH2:2][C:3]1[CH:33]=[CH:32][C:6]2[NH:7][C:8]([C:13]3[C:14](=[O:31])[C@@:15]([CH2:25][CH2:26][C:27]([CH3:30])([CH3:29])[CH3:28])([CH3:24])[C:16]4[C:21]([C:22]=3[OH:23])=[CH:20][CH:19]=[CH:18][CH:17]=4)=[N:9][S:10](=[O:12])(=[O:11])[C:5]=2[CH:4]=1.[S:34](Cl)([CH3:37])(=[O:36])=[O:35].N1C=CC=CC=1, predict the reaction product. The product is: [CH3:30][C:27]([CH3:28])([CH3:29])[CH2:26][CH2:25][C@:15]1([CH3:24])[C:16]2[C:21](=[CH:20][CH:19]=[CH:18][CH:17]=2)[C:22]([OH:23])=[C:13]([C:8]2[NH:7][C:6]3[CH:32]=[CH:33][C:3]([NH:2][S:34]([CH3:37])(=[O:36])=[O:35])=[CH:4][C:5]=3[S:10](=[O:12])(=[O:11])[N:9]=2)[C:14]1=[O:31]. (2) Given the reactants [CH3:1][O:2][C:3]([CH2:5]P(OC)(OC)=O)=[O:4].[H-].[Na+].[CH2:14]([C:16]1[CH:26]=[C:25]([C:27]([F:30])([F:29])[F:28])[C:19]([C:20]([O:22][CH2:23][CH3:24])=[O:21])=[C:18]([CH:31]=O)[CH:17]=1)[CH3:15], predict the reaction product. The product is: [CH2:14]([C:16]1[CH:26]=[C:25]([C:27]([F:28])([F:29])[F:30])[C:19]([C:20]([O:22][CH2:23][CH3:24])=[O:21])=[C:18](/[CH:31]=[CH:5]/[C:3]([O:2][CH3:1])=[O:4])[CH:17]=1)[CH3:15]. (3) Given the reactants [CH:1]([N:3]([CH2:12][C@@H:13]([CH2:34][CH2:35][CH2:36][CH3:37])[C:14]([N:16]1[C@H:20]([C:21](O)=[O:22])[CH2:19][CH2:18][N:17]1[C:24]([O:26][CH2:27][C:28]1[CH:33]=[CH:32][CH:31]=[CH:30][CH:29]=1)=[O:25])=[O:15])[O:4][CH2:5][C:6]1[CH:11]=[CH:10][CH:9]=[CH:8][CH:7]=1)=[O:2].ClC1C=C(Cl)C=C(Cl)C=1C(Cl)=O.CCN(C(C)C)C(C)C.[F:59][C:60]1[CH:61]=[CH:62][C:63]([NH2:66])=[N:64][CH:65]=1, predict the reaction product. The product is: [F:59][C:60]1[CH:61]=[CH:62][C:63]([NH:66][C:21]([C@@H:20]2[CH2:19][CH2:18][N:17]([C:24]([O:26][CH2:27][C:28]3[CH:33]=[CH:32][CH:31]=[CH:30][CH:29]=3)=[O:25])[N:16]2[C:14](=[O:15])[C@@H:13]([CH2:12][N:3]([CH:1]=[O:2])[O:4][CH2:5][C:6]2[CH:11]=[CH:10][CH:9]=[CH:8][CH:7]=2)[CH2:34][CH2:35][CH2:36][CH3:37])=[O:22])=[N:64][CH:65]=1. (4) Given the reactants Br[C:2]1[CH:3]=[C:4]([C@@H:8]2[C@@H:12]([C:13]3[CH:18]=[CH:17][CH:16]=[C:15](OC)[CH:14]=3)[O:11][C:10](=[O:21])[NH:9]2)C=N[CH:7]=1.[Br:22][C:23]1[N:28]=C(C=O)C=CC=1.[F:31]C1C=CC(CP(=O)(OCC)OCC)=CC=1, predict the reaction product. The product is: [Br:22][C:23]1[N:28]=[C:4]([C@@H:8]2[C@@H:12]([C:13]3[CH:14]=[CH:15][C:16]([F:31])=[CH:17][CH:18]=3)[O:11][C:10](=[O:21])[NH:9]2)[CH:3]=[CH:2][CH:7]=1. (5) Given the reactants [Cl:1][C:2]1[C:3]([O:12][C:13]2[CH:18]=[C:17]([O:19][CH:20]([CH3:22])[CH3:21])[CH:16]=[CH:15][C:14]=2[CH2:23][CH2:24][CH2:25][CH2:26][OH:27])=[N:4][CH:5]=[C:6]([C:8]([F:11])([F:10])[F:9])[CH:7]=1.[CH2:28]([N:30]1[C:34]([CH2:35][CH2:36][C:37]([O:39]CC)=[O:38])=[CH:33][C:32](O)=[N:31]1)[CH3:29].C(P(CCCC)CCCC)CCC.N(C(N1CCCCC1)=O)=NC(N1CCCCC1)=O.O1CCCC1CO.[OH-].[Na+].Cl, predict the reaction product. The product is: [Cl:1][C:2]1[C:3]([O:12][C:13]2[CH:18]=[C:17]([O:19][CH:20]([CH3:21])[CH3:22])[CH:16]=[CH:15][C:14]=2[CH2:23][CH2:24][CH2:25][CH2:26][O:27][C:32]2[CH:33]=[C:34]([CH2:35][CH2:36][C:37]([OH:39])=[O:38])[N:30]([CH2:28][CH3:29])[N:31]=2)=[N:4][CH:5]=[C:6]([C:8]([F:11])([F:10])[F:9])[CH:7]=1. (6) Given the reactants F[C:2]1[CH:7]=[CH:6][C:5]([N+:8]([O-:10])=[O:9])=[CH:4][C:3]=1[CH3:11].CN1CCCC1=O.[NH2:19][CH:20]([CH2:23][OH:24])[CH2:21][OH:22], predict the reaction product. The product is: [N+:8]([C:5]1[CH:6]=[CH:7][C:2]([NH:19][CH:20]([CH2:23][OH:24])[CH2:21][OH:22])=[C:3]([CH3:11])[CH:4]=1)([O-:10])=[O:9]. (7) The product is: [Br:38][C:27]1[CH:26]=[N:25][C:24]2[N:20]([Si:19]([CH:16]([CH3:18])[CH3:17])([CH:31]([CH3:33])[CH3:32])[CH:34]([CH3:36])[CH3:35])[CH:21]=[CH:22][C:23]=2[C:28]=1[C:29]#[N:30]. Given the reactants CC1(C)CCCC(C)(C)N1.[Li+].CCC[CH2-].[CH:16]([Si:19]([CH:34]([CH3:36])[CH3:35])([CH:31]([CH3:33])[CH3:32])[N:20]1[C:24]2[N:25]=[CH:26][CH:27]=[C:28]([C:29]#[N:30])[C:23]=2[CH:22]=[CH:21]1)([CH3:18])[CH3:17].C(Br)(Br)(Br)[Br:38], predict the reaction product. (8) Given the reactants [O:1]1[C:5]2[CH:6]=[CH:7][CH:8]=[CH:9][C:4]=2[C:3]([N:10]2[CH2:15][CH2:14][N:13]([CH2:16][CH2:17][C:18]3[CH:19]=[C:20]4[C:24](=[CH:25][CH:26]=3)[C:23]([CH3:28])([CH3:27])[CH:22]([OH:29])[C:21]4([CH3:31])[CH3:30])[CH2:12][CH2:11]2)=[N:2]1.[CH3:32][S:33](O)(=[O:35])=[O:34], predict the reaction product. The product is: [CH3:32][S:33]([O:29][CH:22]1[C:21]([CH3:31])([CH3:30])[C:20]2[C:24](=[CH:25][CH:26]=[C:18]([CH2:17][CH2:16][N:13]3[CH2:14][CH2:15][N:10]([C:3]4[C:4]5[CH:9]=[CH:8][CH:7]=[CH:6][C:5]=5[O:1][N:2]=4)[CH2:11][CH2:12]3)[CH:19]=2)[C:23]1([CH3:27])[CH3:28])(=[O:35])=[O:34].